This data is from Forward reaction prediction with 1.9M reactions from USPTO patents (1976-2016). The task is: Predict the product of the given reaction. (1) Given the reactants [CH3:1][C:2]1[N:7]=[CH:6][N:5]=[C:4]([C:8]([O-:10])=[O:9])[CH:3]=1.[K+].S(=O)(=O)(O)O.[CH3:17]O, predict the reaction product. The product is: [CH3:17][O:9][C:8]([C:4]1[CH:3]=[C:2]([CH3:1])[N:7]=[CH:6][N:5]=1)=[O:10]. (2) The product is: [F:1][C:2]1[CH:18]=[CH:17][C:5]([C:6]([NH:8][S:9]([N:12]([CH:14]([CH3:15])[CH3:16])[CH3:13])(=[O:11])=[O:10])=[O:7])=[CH:4][C:3]=1[NH2:19]. Given the reactants [F:1][C:2]1[CH:18]=[CH:17][C:5]([C:6]([NH:8][S:9]([N:12]([CH:14]([CH3:16])[CH3:15])[CH3:13])(=[O:11])=[O:10])=[O:7])=[CH:4][C:3]=1[N+:19]([O-])=O.[H][H], predict the reaction product. (3) Given the reactants F[C:2](F)(F)[C:3]([OH:5])=O.[NH2:8][C:9]1[C:14]([C:15]([C:17]2[CH:22]=[C:21]([F:23])[CH:20]=[CH:19][C:18]=2[O:24][CH3:25])=[O:16])=[CH:13][N:12]=[C:11]([NH:26][CH:27]2[CH2:32][CH2:31][NH:30][CH2:29][CH2:28]2)[N:10]=1.[CH3:33][N:34]([CH:36](C)C(O)=O)[CH3:35], predict the reaction product. The product is: [NH2:8][C:9]1[C:14]([C:15](=[O:16])[C:17]2[CH:22]=[C:21]([F:23])[CH:20]=[CH:19][C:18]=2[O:24][CH3:25])=[CH:13][N:12]=[C:11]([NH:26][CH:27]2[CH2:28][CH2:29][N:30]([C:3](=[O:5])[CH2:2][CH2:33][N:34]([CH3:36])[CH3:35])[CH2:31][CH2:32]2)[N:10]=1. (4) The product is: [Cl:25][C:22]1[CH:23]=[CH:24][C:19]2[NH:18][C:17](=[O:33])[N:16]([CH:8]([CH2:9][C:10]3[CH:11]=[CH:12][CH:13]=[CH:14][CH:15]=3)[C:6]([OH:7])=[O:5])[C:20]=2[CH:21]=1. Given the reactants C([O:5][C:6]([CH:8]([N:16]1[C:20]2[CH:21]=[C:22]([Cl:25])[CH:23]=[CH:24][C:19]=2[N:18](C(OC(C)(C)C)=O)[C:17]1=[O:33])[CH2:9][C:10]1[CH:15]=[CH:14][CH:13]=[CH:12][CH:11]=1)=[O:7])(C)(C)C.FC(F)(F)C(O)=O, predict the reaction product.